Dataset: Peptide-MHC class II binding affinity with 134,281 pairs from IEDB. Task: Regression. Given a peptide amino acid sequence and an MHC pseudo amino acid sequence, predict their binding affinity value. This is MHC class II binding data. (1) The peptide sequence is YVLSSLHIYWGKE. The MHC is HLA-DQA10101-DQB10501 with pseudo-sequence HLA-DQA10101-DQB10501. The binding affinity (normalized) is 0.212. (2) The peptide sequence is KVEFTGDLVVKALGA. The MHC is DRB1_1302 with pseudo-sequence DRB1_1302. The binding affinity (normalized) is 0.265. (3) The peptide sequence is KKDLISYGGGWRLSA. The MHC is DRB1_0901 with pseudo-sequence DRB1_0901. The binding affinity (normalized) is 0.560. (4) The peptide sequence is LNEPTAAAIAYGLDR. The MHC is HLA-DQA10401-DQB10402 with pseudo-sequence HLA-DQA10401-DQB10402. The binding affinity (normalized) is 0.633. (5) The peptide sequence is LLTSGMVIFFMSPKGK. The MHC is HLA-DQA10501-DQB10303 with pseudo-sequence HLA-DQA10501-DQB10303. The binding affinity (normalized) is 0.507. (6) The peptide sequence is EPLQGPFNFRFLTEKGMKNV. The MHC is HLA-DPA10201-DPB11401 with pseudo-sequence HLA-DPA10201-DPB11401. The binding affinity (normalized) is 0.467. (7) The peptide sequence is MVGTILEMLGHRLDD. The MHC is HLA-DQA10104-DQB10503 with pseudo-sequence HLA-DQA10104-DQB10503. The binding affinity (normalized) is 0.0110.